Dataset: Reaction yield outcomes from USPTO patents with 853,638 reactions. Task: Predict the reaction yield, written as a fraction of the theoretical maximum amount of product (1.0 means a 100% yield; for example, 0.34 means a 34% yield). (1) The reactants are [N+:1]([C:4]1[CH:5]=[C:6]([CH2:10][C:11]2[C:19]3[C:14](=[CH:15][CH:16]=[CH:17][CH:18]=3)[N:13]([CH2:20][C:21]([O:23]CC)=[O:22])[CH:12]=2)[CH:7]=[CH:8][CH:9]=1)([O-:3])=[O:2].[OH-].[Na+].Cl. The catalyst is C1COCC1.CCO. The product is [N+:1]([C:4]1[CH:5]=[C:6]([CH2:10][C:11]2[C:19]3[C:14](=[CH:15][CH:16]=[CH:17][CH:18]=3)[N:13]([CH2:20][C:21]([OH:23])=[O:22])[CH:12]=2)[CH:7]=[CH:8][CH:9]=1)([O-:3])=[O:2]. The yield is 0.690. (2) The reactants are [CH3:1][O:2][C:3]1[CH:4]=[C:5]([C:13]2[CH:18]=[CH:17][C:16]([N:19]([CH2:44][CH3:45])[CH2:20][CH2:21][CH2:22][N:23]([C:26]3[CH:27]=[CH:28][C:29]([C:32]4[CH:37]=[C:36]([O:38][CH3:39])[C:35]([O:40][CH3:41])=[C:34]([O:42][CH3:43])[CH:33]=4)=[N:30][CH:31]=3)[CH2:24][CH3:25])=[CH:15][N:14]=2)[CH:6]=[C:7]([O:11][CH3:12])[C:8]=1[O:9][CH3:10].[CH3:46][S:47]([OH:50])(=[O:49])=[O:48]. The catalyst is CO.C(Cl)(Cl)Cl. The product is [CH3:46][S:47]([OH:50])(=[O:49])=[O:48].[CH3:46][S:47]([OH:50])(=[O:49])=[O:48].[CH3:39][O:38][C:36]1[CH:37]=[C:32]([C:29]2[CH:28]=[CH:27][C:26]([N:23]([CH2:24][CH3:25])[CH2:22][CH2:21][CH2:20][N:19]([C:16]3[CH:17]=[CH:18][C:13]([C:5]4[CH:4]=[C:3]([O:2][CH3:1])[C:8]([O:9][CH3:10])=[C:7]([O:11][CH3:12])[CH:6]=4)=[N:14][CH:15]=3)[CH2:44][CH3:45])=[CH:31][N:30]=2)[CH:33]=[C:34]([O:42][CH3:43])[C:35]=1[O:40][CH3:41]. The yield is 0.450. (3) The reactants are [C:1]([O:5][C:6]([NH:8][C@@H:9]([C@H:14]([O:16][Si:17]([C:20]([CH3:23])([CH3:22])[CH3:21])([CH3:19])[CH3:18])[CH3:15])[C:10]([O:12]C)=[O:11])=[O:7])([CH3:4])([CH3:3])[CH3:2].[Li+].[OH-].Cl. The catalyst is C1COCC1.[Cl-].[Na+].O. The product is [C:1]([O:5][C:6]([NH:8][C@@H:9]([C@H:14]([O:16][Si:17]([C:20]([CH3:21])([CH3:23])[CH3:22])([CH3:18])[CH3:19])[CH3:15])[C:10]([OH:12])=[O:11])=[O:7])([CH3:4])([CH3:3])[CH3:2]. The yield is 1.00. (4) The reactants are [CH3:1][C:2]([NH2:5])([CH3:4])[CH3:3].Cl[CH2:7][C:8]1[O:9][C:10]([CH3:13])=[N:11][N:12]=1. The catalyst is CN(C=O)C. The product is [CH3:1][C:2]([NH:5][CH2:7][C:8]1[O:9][C:10]([CH3:13])=[N:11][N:12]=1)([CH3:4])[CH3:3]. The yield is 0.710. (5) The reactants are Cl[C:2]1[C:7]([CH3:8])=[C:6]([Cl:9])[N:5]=[CH:4][C:3]=1[C:10]([N:12]1[CH2:17][CH2:16][CH:15]([C:18]2[CH:23]=[CH:22][C:21]([F:24])=[CH:20][CH:19]=2)[CH2:14][CH2:13]1)=[O:11].[F:25][C:26]1[C:32]([F:33])=[CH:31][C:30]([F:34])=[CH:29][C:27]=1[NH2:28]. No catalyst specified. The product is [Cl:9][C:6]1[N:5]=[CH:4][C:3]([C:10]([N:12]2[CH2:17][CH2:16][CH:15]([C:18]3[CH:23]=[CH:22][C:21]([F:24])=[CH:20][CH:19]=3)[CH2:14][CH2:13]2)=[O:11])=[C:2]([NH:28][C:27]2[CH:29]=[C:30]([F:34])[CH:31]=[C:32]([F:33])[C:26]=2[F:25])[C:7]=1[CH3:8]. The yield is 0.420. (6) The reactants are [CH3:1][N:2]([CH3:32])[C:3]([C:5]1[N:26]([CH:27]2[CH2:31][CH2:30][CH2:29][CH2:28]2)[C:8]2[N:9]=[C:10]([NH:13][C:14]3[CH:19]=[CH:18][C:17]([N:20]4[CH2:25][CH2:24][NH:23][CH2:22][CH2:21]4)=[CH:16][N:15]=3)[N:11]=[CH:12][C:7]=2[CH:6]=1)=[O:4].[C:33](OC(=O)C)(=[O:35])[CH3:34].C(#N)C. The catalyst is ClCCl. The product is [CH3:1][N:2]([CH3:32])[C:3]([C:5]1[N:26]([CH:27]2[CH2:31][CH2:30][CH2:29][CH2:28]2)[C:8]2[N:9]=[C:10]([NH:13][C:14]3[CH:19]=[CH:18][C:17]([N:20]4[CH2:21][CH2:22][N:23]([C:33](=[O:35])[CH3:34])[CH2:24][CH2:25]4)=[CH:16][N:15]=3)[N:11]=[CH:12][C:7]=2[CH:6]=1)=[O:4]. The yield is 0.910.